Dataset: Forward reaction prediction with 1.9M reactions from USPTO patents (1976-2016). Task: Predict the product of the given reaction. Given the reactants [F:1][C:2]([F:23])([F:22])[CH2:3][N:4]1[C:9](=[O:10])[C:8](Cl)=[C:7]([C:12]2[CH:17]=[CH:16][C:15]([S:18]([CH3:21])(=[O:20])=[O:19])=[CH:14][CH:13]=2)[CH:6]=[N:5]1.[CH2:24]([OH:29])[C:25]([CH3:28])([CH3:27])[CH3:26].[H-].[Na+], predict the reaction product. The product is: [F:1][C:2]([F:23])([F:22])[CH2:3][N:4]1[C:9](=[O:10])[C:8]([O:29][CH2:24][C:25]([CH3:28])([CH3:27])[CH3:26])=[C:7]([C:12]2[CH:17]=[CH:16][C:15]([S:18]([CH3:21])(=[O:20])=[O:19])=[CH:14][CH:13]=2)[CH:6]=[N:5]1.